This data is from Forward reaction prediction with 1.9M reactions from USPTO patents (1976-2016). The task is: Predict the product of the given reaction. (1) Given the reactants [CH2:13]([O:8][C:9]1[CH:16]=[CH:15][C:12]([CH:13]=[O:8])=[CH:11][CH:10]=1)[C:12]1[CH:15]=[CH:16][CH:9]=[CH:10][CH:11]=1.[CH2:17]([O:21][CH:22](P(OCC)(OCC)=O)[C:23]([O:25][CH2:26][CH2:27][CH2:28][CH3:29])=[O:24])[CH2:18][CH2:19][CH3:20].C(OC(=O)C(OCCCC)Cl)CCC.P(OCC)(OCC)OCC, predict the reaction product. The product is: [CH2:17]([O:21][CH:22]([CH2:13][C:12]1[CH:11]=[CH:10][C:9]([OH:8])=[CH:16][CH:15]=1)[C:23]([O:25][CH2:26][CH2:27][CH2:28][CH3:29])=[O:24])[CH2:18][CH2:19][CH3:20]. (2) Given the reactants [Cl:1][C:2]1[CH:3]=[CH:4][CH:5]=[C:6]2[C:11]=1[N:10]=[C:9]([C:12]1[CH:17]=[C:16]([F:18])[CH:15]=[CH:14][C:13]=1[Cl:19])[C:8]([CH2:20][NH2:21])=[CH:7]2.Cl[C:23]1[N:31]=[CH:30][N:29]=[C:28]2[C:24]=1[NH:25][CH:26]=[N:27]2.CCN(C(C)C)C(C)C, predict the reaction product. The product is: [Cl:1][C:2]1[CH:3]=[CH:4][CH:5]=[C:6]2[C:11]=1[N:10]=[C:9]([C:12]1[CH:17]=[C:16]([F:18])[CH:15]=[CH:14][C:13]=1[Cl:19])[C:8]([CH2:20][NH:21][C:23]1[N:31]=[CH:30][N:29]=[C:28]3[C:24]=1[N:25]=[CH:26][NH:27]3)=[CH:7]2. (3) Given the reactants [Br:1][C:2]1[CH:3]=[CH:4][C:5]2[CH:6]=[C:7]3[CH2:14][NH:13][CH2:12][CH:11]([CH2:15][CH3:16])[N:8]3[C:9]=2[CH:10]=1, predict the reaction product. The product is: [Br:1][C:2]1[CH:3]=[CH:4][C:5]2[CH:6]=[C:7]3[CH2:14][NH:13][CH2:12][C@@H:11]([CH2:15][CH3:16])[N:8]3[C:9]=2[CH:10]=1. (4) Given the reactants C(OC(=O)[NH:7][C@H:8]1[CH2:13][CH2:12][CH2:11][CH2:10][C@H:9]1[NH:14][C:15]1[N:16]=[CH:17][C:18]2[CH:24]=[N:23][CH:22]=[C:21]([C:25]3[C:33]4[C:28](=[CH:29][C:30]([C:34](=[O:36])[NH2:35])=[CH:31][CH:32]=4)[NH:27][CH:26]=3)[C:19]=2[N:20]=1)(C)(C)C.C(OC(=O)C)C.Cl, predict the reaction product. The product is: [NH2:7][C@H:8]1[CH2:13][CH2:12][CH2:11][CH2:10][C@H:9]1[NH:14][C:15]1[N:16]=[CH:17][C:18]2[CH:24]=[N:23][CH:22]=[C:21]([C:25]3[C:33]4[C:28](=[CH:29][C:30]([C:34]([NH2:35])=[O:36])=[CH:31][CH:32]=4)[NH:27][CH:26]=3)[C:19]=2[N:20]=1.